Dataset: NCI-60 drug combinations with 297,098 pairs across 59 cell lines. Task: Regression. Given two drug SMILES strings and cell line genomic features, predict the synergy score measuring deviation from expected non-interaction effect. Drug 1: C1=NC2=C(N=C(N=C2N1C3C(C(C(O3)CO)O)O)F)N. Drug 2: CCC1=C2CN3C(=CC4=C(C3=O)COC(=O)C4(CC)O)C2=NC5=C1C=C(C=C5)O. Cell line: CAKI-1. Synergy scores: CSS=12.6, Synergy_ZIP=0.337, Synergy_Bliss=2.58, Synergy_Loewe=-11.1, Synergy_HSA=2.93.